From a dataset of Peptide-MHC class I binding affinity with 185,985 pairs from IEDB/IMGT. Regression. Given a peptide amino acid sequence and an MHC pseudo amino acid sequence, predict their binding affinity value. This is MHC class I binding data. (1) The peptide sequence is LLGLCGFSAL. The binding affinity (normalized) is 0.404. The MHC is HLA-A02:06 with pseudo-sequence HLA-A02:06. (2) The peptide sequence is RFFKHFMSL. The MHC is HLA-B27:20 with pseudo-sequence HLA-B27:20. The binding affinity (normalized) is 0.738. (3) The peptide sequence is MEEPAPAGF. The MHC is HLA-B18:01 with pseudo-sequence HLA-B18:01. The binding affinity (normalized) is 0.723. (4) The peptide sequence is WQFGPSTYY. The MHC is HLA-B35:01 with pseudo-sequence HLA-B35:01. The binding affinity (normalized) is 0.610. (5) The peptide sequence is ISEDMHTDK. The MHC is HLA-A31:01 with pseudo-sequence HLA-A31:01. The binding affinity (normalized) is 0.0847. (6) The peptide sequence is DFISMYFPW. The MHC is HLA-A69:01 with pseudo-sequence HLA-A69:01. The binding affinity (normalized) is 0.0847. (7) The peptide sequence is VGDQFGWYGR. The MHC is H-2-Kb with pseudo-sequence H-2-Kb. The binding affinity (normalized) is 0. (8) The peptide sequence is ILDDNLYKVY. The MHC is HLA-A03:01 with pseudo-sequence HLA-A03:01. The binding affinity (normalized) is 0.409. (9) The peptide sequence is IEAEVIPA. The MHC is HLA-B40:01 with pseudo-sequence HLA-B40:01. The binding affinity (normalized) is 0.390. (10) The peptide sequence is PPIPVGDIY. The MHC is HLA-B07:02 with pseudo-sequence HLA-B07:02. The binding affinity (normalized) is 0.